From a dataset of Catalyst prediction with 721,799 reactions and 888 catalyst types from USPTO. Predict which catalyst facilitates the given reaction. (1) Product: [C:1]([Si:5]([C:22]1[CH:27]=[CH:26][CH:25]=[CH:24][CH:23]=1)([C:16]1[CH:17]=[CH:18][CH:19]=[CH:20][CH:21]=1)[O:6][C:7]1[CH:14]=[CH:13][C:10]([CH2:11][NH2:12])=[C:9]([F:15])[CH:8]=1)([CH3:4])([CH3:2])[CH3:3]. The catalyst class is: 28. Reactant: [C:1]([Si:5]([C:22]1[CH:27]=[CH:26][CH:25]=[CH:24][CH:23]=1)([C:16]1[CH:21]=[CH:20][CH:19]=[CH:18][CH:17]=1)[O:6][C:7]1[CH:14]=[CH:13][C:10]([C:11]#[N:12])=[C:9]([F:15])[CH:8]=1)([CH3:4])([CH3:3])[CH3:2].[H-].[Al+3].[Li+].[H-].[H-].[H-]. (2) Reactant: [OH:1][C:2]1[CH:3]=[C:4]([CH:30]=[CH:31][CH:32]=1)[CH2:5][N:6]1[C:15]2[C:10](=[CH:11][C:12]([O:16][CH2:17][C:18]#[CH:19])=[CH:13][CH:14]=2)[C:9]([C:20]2[CH:25]=[CH:24][C:23]([CH:26]([CH3:28])[CH3:27])=[CH:22][CH:21]=2)=[N:8][C:7]1=[O:29].[H-].[Na+].Br[CH2:36][CH2:37][O:38][CH2:39][CH2:40][O:41][CH3:42]. Product: [CH:26]([C:23]1[CH:24]=[CH:25][C:20]([C:9]2[C:10]3[C:15](=[CH:14][CH:13]=[C:12]([O:16][CH2:17][C:18]#[CH:19])[CH:11]=3)[N:6]([CH2:5][C:4]3[CH:30]=[CH:31][CH:32]=[C:2]([O:1][CH2:36][CH2:37][O:38][CH2:39][CH2:40][O:41][CH3:42])[CH:3]=3)[C:7](=[O:29])[N:8]=2)=[CH:21][CH:22]=1)([CH3:27])[CH3:28]. The catalyst class is: 3. (3) Product: [CH:1]([O:4][C:5]1[CH:10]=[CH:9][C:8]([C:11]2[C:19]3[C:14](=[CH:15][C:16]([C:20]4[CH:21]=[CH:22][C:23]([O:26][CH:27]([CH3:29])[CH3:28])=[CH:24][CH:25]=4)=[CH:17][CH:18]=3)[N:13]([C:30]3[CH:39]=[CH:38][C:37]4[C:32](=[CH:33][CH:34]=[CH:35][CH:36]=4)[CH:31]=3)[C:12]=2[C:40]([O-:42])=[O:41])=[CH:7][CH:6]=1)([CH3:2])[CH3:3].[Na+:45]. Reactant: [CH:1]([O:4][C:5]1[CH:10]=[CH:9][C:8]([C:11]2[C:19]3[C:14](=[CH:15][C:16]([C:20]4[CH:25]=[CH:24][C:23]([O:26][CH:27]([CH3:29])[CH3:28])=[CH:22][CH:21]=4)=[CH:17][CH:18]=3)[N:13]([C:30]3[CH:39]=[CH:38][C:37]4[C:32](=[CH:33][CH:34]=[CH:35][CH:36]=4)[CH:31]=3)[C:12]=2[C:40]([OH:42])=[O:41])=[CH:7][CH:6]=1)([CH3:3])[CH3:2].CO[Na:45]. The catalyst class is: 2. (4) Reactant: [Cl:1][C:2]1[N:3]=[C:4]([N:11]2[CH2:17][CH2:16][CH2:15][CH:14]([NH2:18])[CH2:13][CH2:12]2)[C:5]2[O:10][CH:9]=[CH:8][C:6]=2[N:7]=1.ClC1N=C(Cl)C2OC=CC=2N=1.N1CCCC(=O)CC1.[CH3:38][C:39]([O:42][C:43](O[C:43]([O:42][C:39]([CH3:41])([CH3:40])[CH3:38])=[O:44])=[O:44])([CH3:41])[CH3:40]. Product: [Cl:1][C:2]1[N:3]=[C:4]([N:11]2[CH2:17][CH2:16][CH2:15][CH:14]([NH:18][C:43](=[O:44])[O:42][C:39]([CH3:41])([CH3:40])[CH3:38])[CH2:13][CH2:12]2)[C:5]2[O:10][CH:9]=[CH:8][C:6]=2[N:7]=1. The catalyst class is: 20.